From a dataset of Full USPTO retrosynthesis dataset with 1.9M reactions from patents (1976-2016). Predict the reactants needed to synthesize the given product. (1) Given the product [F:1][C:2]1[C:3]([N+:23]([O-:25])=[O:24])=[C:4]([CH2:12][C:13]([O:15][CH2:16][CH3:17])=[O:14])[CH:5]=[C:6]([O:8][CH:9]([CH3:10])[CH3:11])[CH:7]=1, predict the reactants needed to synthesize it. The reactants are: [F:1][C:2]1[C:3]([N+:23]([O-:25])=[O:24])=[C:4]([CH:12](C(OCC)=O)[C:13]([O:15][CH2:16][CH3:17])=[O:14])[CH:5]=[C:6]([O:8][CH:9]([CH3:11])[CH3:10])[CH:7]=1.[Li+].[Cl-].O. (2) The reactants are: [CH:1]1([N:6]2[C:15]3[N:14]=[C:13]([NH:16][C:17]4[CH:18]=[CH:19][C:20]([C:28]([O:30]C)=[O:29])=[C:21]5[C:25]=4[O:24][C:23]([CH3:27])([CH3:26])[CH2:22]5)[N:12]=[CH:11][C:10]=3[N:9]([CH3:32])[C:8](=[O:33])[C@H:7]2[CH2:34][CH3:35])[CH2:5][CH2:4][CH2:3][CH2:2]1.[OH-].[Li+].O.Cl. Given the product [CH:1]1([N:6]2[C:15]3[N:14]=[C:13]([NH:16][C:17]4[CH:18]=[CH:19][C:20]([C:28]([OH:30])=[O:29])=[C:21]5[C:25]=4[O:24][C:23]([CH3:27])([CH3:26])[CH2:22]5)[N:12]=[CH:11][C:10]=3[N:9]([CH3:32])[C:8](=[O:33])[C@H:7]2[CH2:34][CH3:35])[CH2:2][CH2:3][CH2:4][CH2:5]1, predict the reactants needed to synthesize it. (3) Given the product [CH2:21]([N:23]1[C:5]2[C:4](=[CH:9][C:8]([N+:10]([O-:12])=[O:11])=[CH:7][CH:6]=2)[C:3](=[O:14])[NH:24]1)[CH3:22], predict the reactants needed to synthesize it. The reactants are: CO[C:3](=[O:14])[C:4]1[CH:9]=[C:8]([N+:10]([O-:12])=[O:11])[CH:7]=[CH:6][C:5]=1F.C([O-])([O-])=O.[K+].[K+].[CH2:21]([NH:23][NH2:24])[CH3:22]. (4) Given the product [F:18][C:2]([F:1])([F:17])[CH2:3][O:4][C:5]1[CH:6]=[N:7][C:8]2[CH:9]([NH2:15])[CH2:10][CH2:11][CH2:12][C:13]=2[CH:14]=1, predict the reactants needed to synthesize it. The reactants are: [F:1][C:2]([F:18])([F:17])[CH2:3][O:4][C:5]1[CH:6]=[N:7][C:8]2[C:9](=[N:15]O)[CH2:10][CH2:11][CH2:12][C:13]=2[CH:14]=1. (5) The reactants are: [CH2:1]([O:4][C:5]1[CH:10]=[CH:9][C:8]([C:11](=[N:16][O:17][CH2:18][CH3:19])[CH2:12][C:13]([OH:15])=O)=[CH:7][CH:6]=1)[CH:2]=[CH2:3].[NH2:20][C:21](=[N:24][C:25](=[O:31])[O:26][C:27]([CH3:30])([CH3:29])[CH3:28])[S:22][CH3:23]. Given the product [CH2:1]([O:4][C:5]1[CH:6]=[CH:7][C:8]([C:11](=[N:16][O:17][CH2:18][CH3:19])[CH2:12][C:13](=[O:15])[NH:20][C:21](=[N:24][C:25](=[O:31])[O:26][C:27]([CH3:29])([CH3:28])[CH3:30])[S:22][CH3:23])=[CH:9][CH:10]=1)[CH:2]=[CH2:3], predict the reactants needed to synthesize it. (6) Given the product [F:14][C:15]1[N:16]=[CH:17][C:18]([C:5]2[CH:4]=[N:3][C:2]([NH:24][C:25]3[S:26][CH:27]=[C:28]([CH3:30])[N:29]=3)=[C:11]3[C:6]=2[CH:7]=[CH:8][C:9]([CH3:12])=[N:10]3)=[CH:19][CH:20]=1, predict the reactants needed to synthesize it. The reactants are: Cl[C:2]1[N:3]=[CH:4][C:5](I)=[C:6]2[C:11]=1[N:10]=[C:9]([CH3:12])[CH:8]=[CH:7]2.[F:14][C:15]1[CH:20]=[CH:19][C:18](B(O)O)=[CH:17][N:16]=1.[NH2:24][C:25]1[S:26][CH:27]=[C:28]([CH3:30])[N:29]=1. (7) Given the product [F:28][C:24]1[CH:23]=[C:22]2[C:27]([C:19]([C:16]3[CH:17]=[CH:18][C:7]4[S:6](=[O:30])(=[O:29])[NH:5][CH:9]([CH2:10][NH:11][C:12](=[O:14])[CH3:13])[C:8]=4[CH:15]=3)=[CH:20][NH:21]2)=[CH:26][CH:25]=1, predict the reactants needed to synthesize it. The reactants are: C([N:5]1[CH:9]([CH2:10][NH:11][C:12](=[O:14])[CH3:13])[C:8]2[CH:15]=[C:16]([C:19]3[C:27]4[C:22](=[CH:23][C:24]([F:28])=[CH:25][CH:26]=4)[NH:21][CH:20]=3)[CH:17]=[CH:18][C:7]=2[S:6]1(=[O:30])=[O:29])(C)(C)C.CO.